From a dataset of Catalyst prediction with 721,799 reactions and 888 catalyst types from USPTO. Predict which catalyst facilitates the given reaction. (1) Reactant: [CH3:1][N:2]([C:4]([NH:6][C:7]([NH2:9])=[NH:8])=[NH:5])[CH3:3].[C:10]([OH:15])(=[O:14])[CH2:11][CH2:12][CH3:13]. Product: [CH3:1][N:2]([C:4]([NH:6][C:7]([NH2:9])=[NH:8])=[NH:5])[CH3:3].[C:10]([O-:15])(=[O:14])[CH2:11][CH2:12][CH3:13]. The catalyst class is: 21. (2) The catalyst class is: 17. Reactant: CCN=C=NCCCN(C)C.Cl.OC1C=CC=C[N+]=1[O-].[Cl:21][C:22]1[CH:23]=[C:24]([N:39]2[CH:43]=[N:42][C:41]([C:44]([OH:46])=O)=[N:40]2)[CH:25]=[C:26]([Cl:38])[C:27]=1[O:28][CH2:29][C:30]1[CH:35]=[CH:34][C:33]([O:36][CH3:37])=[CH:32][CH:31]=1.[O:47]([C:54]1[CH:62]=[CH:61][C:57]([CH2:58][NH:59][OH:60])=[CH:56][CH:55]=1)[C:48]1[CH:53]=[CH:52][CH:51]=[CH:50][CH:49]=1. Product: [Cl:21][C:22]1[CH:23]=[C:24]([N:39]2[CH:43]=[N:42][C:41]([C:44]([N:59]([OH:60])[CH2:58][C:57]3[CH:56]=[CH:55][C:54]([O:47][C:48]4[CH:53]=[CH:52][CH:51]=[CH:50][CH:49]=4)=[CH:62][CH:61]=3)=[O:46])=[N:40]2)[CH:25]=[C:26]([Cl:38])[C:27]=1[O:28][CH2:29][C:30]1[CH:31]=[CH:32][C:33]([O:36][CH3:37])=[CH:34][CH:35]=1. (3) Reactant: Br[C:2]1[C:11]2[C:6](=[CH:7][CH:8]=[CH:9][CH:10]=2)[N:5]=[C:4]([NH:12][CH2:13][CH2:14][CH2:15][N:16]2[CH2:21][CH2:20][N:19]([CH3:22])[CH2:18][CH2:17]2)[CH:3]=1.[B:23]1([B:23]2[O:27][C:26]([CH3:29])([CH3:28])[C:25]([CH3:31])([CH3:30])[O:24]2)[O:27][C:26]([CH3:29])([CH3:28])[C:25]([CH3:31])([CH3:30])[O:24]1.C([O-])(=O)C.[K+]. Product: [CH3:22][N:19]1[CH2:20][CH2:21][N:16]([CH2:15][CH2:14][CH2:13][NH:12][C:4]2[CH:3]=[C:2]([B:23]3[O:27][C:26]([CH3:29])([CH3:28])[C:25]([CH3:31])([CH3:30])[O:24]3)[C:11]3[C:6](=[CH:7][CH:8]=[CH:9][CH:10]=3)[N:5]=2)[CH2:17][CH2:18]1. The catalyst class is: 140.